This data is from Full USPTO retrosynthesis dataset with 1.9M reactions from patents (1976-2016). The task is: Predict the reactants needed to synthesize the given product. (1) Given the product [CH2:42]([O:41][C:40](=[O:49])[NH:1][C:2]1[CH:7]=[CH:6][N:5]([CH2:8][CH2:9][CH2:10][CH2:11][C:12]2[N:17]=[N:16][C:15]([NH:18][C:19](=[O:32])[CH2:20][C:21]3[CH:26]=[CH:25][CH:24]=[C:23]([O:27][C:28]([F:29])([F:30])[F:31])[CH:22]=3)=[CH:14][CH:13]=2)[C:4](=[O:33])[N:3]=1)[C:43]1[CH:48]=[CH:47][CH:46]=[CH:45][CH:44]=1, predict the reactants needed to synthesize it. The reactants are: [NH2:1][C:2]1[CH:7]=[CH:6][N:5]([CH2:8][CH2:9][CH2:10][CH2:11][C:12]2[N:17]=[N:16][C:15]([NH:18][C:19](=[O:32])[CH2:20][C:21]3[CH:26]=[CH:25][CH:24]=[C:23]([O:27][C:28]([F:31])([F:30])[F:29])[CH:22]=3)=[CH:14][CH:13]=2)[C:4](=[O:33])[N:3]=1.N1C=CC=CC=1.[C:40](Cl)(=[O:49])[O:41][CH2:42][C:43]1[CH:48]=[CH:47][CH:46]=[CH:45][CH:44]=1. (2) Given the product [P:1]([OH:11])([OH:3])([O:19][C:20]([CH3:49])([CH3:48])[CH2:21][O:22][C:23]1[CH:28]=[CH:27][C:26]([N:29]2[C:34](=[O:35])[C:33]3[S:36][C:37]([C:39]4[CH:44]=[CH:43][C:42]([Cl:45])=[CH:41][CH:40]=4)=[CH:38][C:32]=3[N:31]=[CH:30]2)=[CH:25][C:24]=1[O:46][CH3:47])=[O:2], predict the reactants needed to synthesize it. The reactants are: [P:1]([O:19][C:20]([CH3:49])([CH3:48])[CH2:21][O:22][C:23]1[CH:28]=[CH:27][C:26]([N:29]2[C:34](=[O:35])[C:33]3[S:36][C:37]([C:39]4[CH:44]=[CH:43][C:42]([Cl:45])=[CH:41][CH:40]=4)=[CH:38][C:32]=3[N:31]=[CH:30]2)=[CH:25][C:24]=1[O:46][CH3:47])([O:11]CC1C=CC=CC=1)([O:3]CC1C=CC=CC=1)=[O:2].